This data is from Full USPTO retrosynthesis dataset with 1.9M reactions from patents (1976-2016). The task is: Predict the reactants needed to synthesize the given product. (1) Given the product [NH:1]1[C:9]2[C:4](=[C:5]([C:10]3[CH:18]=[C:17]4[C:13]([CH:14]=[N:15][NH:16]4)=[C:12]([N:19]4[CH2:28][C:20]5[C:21](=[CH:22][CH:23]=[CH:24][CH:25]=5)[C:26]4=[O:27])[CH:11]=3)[CH:6]=[CH:7][CH:8]=2)[CH:3]=[CH:2]1, predict the reactants needed to synthesize it. The reactants are: [NH:1]1[C:9]2[C:4](=[C:5]([C:10]3[CH:11]=[C:12]([NH2:19])[C:13]4[CH:14]=[N:15][NH:16][C:17]=4[CH:18]=3)[CH:6]=[CH:7][CH:8]=2)[CH:3]=[CH:2]1.[C:20]1([CH:28]=O)[C:21]([CH:26]=[O:27])=[CH:22][CH:23]=[CH:24][CH:25]=1. (2) Given the product [CH3:15][C:5]1([CH3:16])[CH:6]([C:8]2[CH:13]=[CH:12][C:11]([CH3:14])=[CH:10][CH:9]=2)[C:17]2[CH:18]=[CH:19][C:20]([CH3:21])=[C:2]([CH3:1])[C:3]=2[O:4]1, predict the reactants needed to synthesize it. The reactants are: [CH3:1][C:2]1[C:20]([CH3:21])=[CH:19][CH:18]=[CH:17][C:3]=1[O:4][C:5]([CH3:16])([CH3:15])[CH:6]([C:8]1[CH:13]=[CH:12][C:11]([CH3:14])=[CH:10][CH:9]=1)O.FC(F)(F)S([O-])(=O)=O.C(=O)([O-])O.[Na+].